Task: Predict the reactants needed to synthesize the given product.. Dataset: Full USPTO retrosynthesis dataset with 1.9M reactions from patents (1976-2016) Given the product [O:24]([CH2:23][C:20]1[CH:21]=[CH:22][C:17]([CH2:16][O:15][C:13]([NH:12][C@H:4]([CH2:5][C:6]2[CH:11]=[CH:10][CH:9]=[CH:8][CH:7]=2)[C:3]([OH:31])=[O:2])=[O:14])=[CH:18][CH:19]=1)[C:25]1[CH:26]=[CH:27][CH:28]=[CH:29][CH:30]=1, predict the reactants needed to synthesize it. The reactants are: C[O:2][C:3](=[O:31])[C@H:4]([NH:12][C:13]([O:15][CH2:16][C:17]1[CH:22]=[CH:21][C:20]([CH2:23][O:24][C:25]2[CH:30]=[CH:29][CH:28]=[CH:27][CH:26]=2)=[CH:19][CH:18]=1)=[O:14])[CH2:5][C:6]1[CH:11]=[CH:10][CH:9]=[CH:8][CH:7]=1.[Li+].[OH-].